This data is from Full USPTO retrosynthesis dataset with 1.9M reactions from patents (1976-2016). The task is: Predict the reactants needed to synthesize the given product. (1) Given the product [O:1]1[C:5]2([CH2:10][CH2:9][CH:8]([NH:18][CH3:17])[CH2:7][CH2:6]2)[O:4][CH2:3][CH2:2]1, predict the reactants needed to synthesize it. The reactants are: [O:1]1[C:5]2([CH2:10][CH2:9][C:8](=O)[CH2:7][CH2:6]2)[O:4][CH2:3][CH2:2]1.C(Cl)Cl.CN.[C:17]([BH3-])#[N:18].[Na+]. (2) Given the product [Br:12][C:11]1[C:10](=[O:13])[N:9]2[C:14]([CH3:18])=[CH:15][CH:16]=[CH:17][C:8]2=[N:7][C:6]=1[CH2:5][OH:4], predict the reactants needed to synthesize it. The reactants are: C([O:4][CH2:5][C:6]1[N:7]=[C:8]2[CH:17]=[CH:16][CH:15]=[C:14]([CH3:18])[N:9]2[C:10](=[O:13])[C:11]=1[Br:12])(=O)C.Cl.O1CCOCC1.[OH-].[NH4+]. (3) Given the product [CH:2]([OH:4])=[CH2:3].[C:5]([O:4][CH:2]=[CH2:3])(=[O:18])[CH3:6], predict the reactants needed to synthesize it. The reactants are: Cl.[CH2:2]([O:4][CH:5]([O:18]CC)[CH2:6]C[Si](OCC)(OCC)OCC)[CH3:3].C(=O)CCC. (4) Given the product [N:7]([CH2:6][C:5]1[CH:8]=[CH:9][C:10]([O:11][CH2:12][O:13][CH3:14])=[C:3]([O:2][CH3:1])[CH:4]=1)=[C:15]=[S:16], predict the reactants needed to synthesize it. The reactants are: [CH3:1][O:2][C:3]1[CH:4]=[C:5]([CH:8]=[CH:9][C:10]=1[O:11][CH2:12][O:13][CH3:14])[CH2:6][NH2:7].[C:15](Cl)(Cl)=[S:16].C(N(CC)CC)C. (5) Given the product [CH2:18]([C:5]1[CH:4]=[CH:3][C:2]([N:23]2[CH:22]=[C:21]([CH3:20])[CH:25]=[N:24]2)=[CH:7][C:6]=1[CH:8]1[C:14](=[O:15])[CH:13]2[CH2:16][CH:10]([CH2:11][CH2:12]2)[C:9]1=[O:17])[CH3:19], predict the reactants needed to synthesize it. The reactants are: Br[C:2]1[CH:3]=[CH:4][C:5]([CH2:18][CH3:19])=[C:6]([CH:8]2[C:14](=[O:15])[CH:13]3[CH2:16][CH:10]([CH2:11][CH2:12]3)[C:9]2=[O:17])[CH:7]=1.[CH3:20][C:21]1[CH:22]=[N:23][NH:24][CH:25]=1.P([O-])([O-])([O-])=O.[K+].[K+].[K+].N1CCC[C@H]1C(O)=O.